From a dataset of Forward reaction prediction with 1.9M reactions from USPTO patents (1976-2016). Predict the product of the given reaction. Given the reactants [Cl:1][C:2]1[CH:10]=[C:9]2[C:5]([C:6]([CH:11]=[O:12])=[CH:7][NH:8]2)=[CH:4][C:3]=1[C:13]1[CH:18]=[CH:17][C:16]([C:19]2([C:23]([OH:25])=[O:24])[CH2:22][CH2:21][CH2:20]2)=[CH:15][CH:14]=1.CC(=CC)C.Cl([O-])=[O:32].[Na+].OP([O-])(O)=O.[Na+], predict the reaction product. The product is: [C:23]([C:19]1([C:16]2[CH:17]=[CH:18][C:13]([C:3]3[CH:4]=[C:5]4[C:9](=[CH:10][C:2]=3[Cl:1])[NH:8][CH:7]=[C:6]4[C:11]([OH:32])=[O:12])=[CH:14][CH:15]=2)[CH2:22][CH2:21][CH2:20]1)([OH:25])=[O:24].